Dataset: Forward reaction prediction with 1.9M reactions from USPTO patents (1976-2016). Task: Predict the product of the given reaction. (1) Given the reactants Cl[C:2]1[N:3]=[C:4]([N:21]2[CH2:26][CH2:25][O:24][CH2:23][CH2:22]2)[C:5]2[S:10][C:9]([CH:11]([C:13]3[CH:18]=[CH:17][C:16]([S:19][CH3:20])=[CH:15][CH:14]=3)[OH:12])=[CH:8][C:6]=2[N:7]=1.CC1(C)C(C)(C)OB([C:35]2[CH:43]=[CH:42][CH:41]=[C:40]3[C:36]=2[CH:37]=[N:38][NH:39]3)O1, predict the reaction product. The product is: [NH:39]1[C:40]2[C:36](=[C:35]([C:2]3[N:3]=[C:4]([N:21]4[CH2:26][CH2:25][O:24][CH2:23][CH2:22]4)[C:5]4[S:10][C:9]([CH:11]([C:13]5[CH:18]=[CH:17][C:16]([S:19][CH3:20])=[CH:15][CH:14]=5)[OH:12])=[CH:8][C:6]=4[N:7]=3)[CH:43]=[CH:42][CH:41]=2)[CH:37]=[N:38]1. (2) Given the reactants C([O:3][C:4](=[O:17])[CH:5](Br)[CH2:6][C:7]1[CH:12]=[CH:11][C:10]([N+:13]([O-:15])=[O:14])=[CH:9][CH:8]=1)C.C([O:20]P(CN1CCNCCN2CCN(C(=O)C2=O)CC1)(=O)OCC)C.[CH2:43]([O:45][C:46](=[O:83])[CH:47]([N:58]1[CH2:69][CH2:68][N:67]([CH2:70][P:71]([O:76][CH2:77][CH3:78])([O:73][CH2:74][CH3:75])=[O:72])[CH2:66][CH2:65][N:64]2[CH2:79][CH2:80][N:61]([C:62](=[O:82])[C:63]2=[O:81])[CH2:60][CH2:59]1)[CH2:48][C:49]1[CH:54]=[CH:53][C:52]([N+:55]([O-:57])=[O:56])=[CH:51][CH:50]=1)[CH3:44].Cl, predict the reaction product. The product is: [CH2:43]([O:45][C:46](=[O:83])[CH:47]([N:58]1[CH2:69][CH2:68][N:67]([CH2:70][P:71]([O:73][CH2:74][CH3:75])([O:76][CH2:77][CH3:78])=[O:72])[CH2:66][CH2:65][N:64]2[CH2:79][CH2:80][N:61]([C:62](=[O:82])[C:63]2=[O:81])[CH2:60][CH2:59]1)[CH2:48][C:49]1[CH:50]=[CH:51][C:52]([N+:55]([O-:57])=[O:56])=[CH:53][CH:54]=1)[CH3:44].[C:63]([CH2:62][N:61]1[CH2:60][CH2:59][N:58]([CH2:47][C:46]([OH:45])=[O:83])[CH2:69][CH2:68][N:67]([CH2:70][P:71]([OH:76])([OH:73])=[O:72])[CH2:66][CH2:65][N:64]([CH:5]([CH2:6][C:7]2[CH:8]=[CH:9][C:10]([N+:13]([O-:15])=[O:14])=[CH:11][CH:12]=2)[C:4]([OH:3])=[O:17])[CH2:79][CH2:80]1)([OH:81])=[O:20]. (3) The product is: [CH2:1]([O:3][C:4](=[O:29])[CH2:5][C:6]1[CH:11]=[CH:10][C:9]([O:12][CH3:13])=[C:8]([O:14][C:15]2[CH:20]=[CH:19][C:18]([C:37]3[CH:38]=[CH:39][C:34]([S:31]([CH3:30])(=[O:33])=[O:32])=[CH:35][CH:36]=3)=[CH:17][C:16]=2[CH2:22][N:23]2[CH2:27][CH2:26][O:25][C:24]2=[O:28])[CH:7]=1)[CH3:2]. Given the reactants [CH2:1]([O:3][C:4](=[O:29])[CH2:5][C:6]1[CH:11]=[CH:10][C:9]([O:12][CH3:13])=[C:8]([O:14][C:15]2[CH:20]=[CH:19][C:18](Br)=[CH:17][C:16]=2[CH2:22][N:23]2[CH2:27][CH2:26][O:25][C:24]2=[O:28])[CH:7]=1)[CH3:2].[CH3:30][S:31]([C:34]1[CH:39]=[CH:38][C:37](B(O)O)=[CH:36][CH:35]=1)(=[O:33])=[O:32], predict the reaction product. (4) Given the reactants [CH:1]12[CH2:8][CH2:7][CH:4]([CH:5]=[CH:6]1)[CH2:3][C:2]2=[O:9], predict the reaction product. The product is: [CH:1]12[CH2:8][CH2:7][CH:4]([CH2:5][CH2:6]1)[CH2:3][CH:2]2[OH:9]. (5) Given the reactants [CH3:1][O:2][C:3]1[C:4]([NH:14][C:15](=[O:19])OCC)=[N:5][C:6]2[C:11]([N:12]=1)=[CH:10][C:9]([CH3:13])=[CH:8][CH:7]=2.[CH3:20][C:21]1[CH:22]=[C:23]([N:28]2[CH2:33][CH2:32][NH:31][CH2:30][CH2:29]2)[CH:24]=[C:25]([CH3:27])[CH:26]=1, predict the reaction product. The product is: [CH3:1][O:2][C:3]1[C:4]([NH:14][C:15]([N:31]2[CH2:32][CH2:33][N:28]([C:23]3[CH:24]=[C:25]([CH3:27])[CH:26]=[C:21]([CH3:20])[CH:22]=3)[CH2:29][CH2:30]2)=[O:19])=[N:5][C:6]2[C:11]([N:12]=1)=[CH:10][C:9]([CH3:13])=[CH:8][CH:7]=2. (6) Given the reactants [F:1][C:2]([F:7])([F:6])[C:3]([OH:5])=[O:4].[CH2:8]([N:15]([CH2:24][CH2:25][F:26])S(C1C=CC=CC=1)=O)[C:9]1[CH:14]=[CH:13][CH:12]=[CH:11][CH:10]=1, predict the reaction product. The product is: [F:1][C:2]([F:7])([F:6])[C:3]([OH:5])=[O:4].[F:26][CH2:25][CH2:24][NH:15][CH2:8][C:9]1[CH:14]=[CH:13][CH:12]=[CH:11][CH:10]=1. (7) Given the reactants [H-].[Na+].[F:3][C:4]([F:15])([F:14])[C:5]1[CH:13]=[C:12]2[C:8]([CH:9]=[CH:10][NH:11]2)=[CH:7][CH:6]=1.C[N:17](C=O)C, predict the reaction product. The product is: [F:15][C:4]([F:3])([F:14])[C:5]1[CH:13]=[C:12]2[C:8]([CH:9]=[CH:10][N:11]2[NH2:17])=[CH:7][CH:6]=1.